This data is from Forward reaction prediction with 1.9M reactions from USPTO patents (1976-2016). The task is: Predict the product of the given reaction. Given the reactants [CH2:1]([C:8]1[CH:9]=[C:10]([C:20]([C:22]2[C:31]([O:32]COCCOC)=[C:30]3[C:25]([CH:26]=[CH:27][CH:28]=[N:29]3)=[C:24]([Cl:39])[CH:23]=2)=[O:21])[CH:11]=[C:12]([CH2:14][N:15]2[CH:19]=[N:18][CH:17]=[N:16]2)[CH:13]=1)[C:2]1[CH:7]=[CH:6][CH:5]=[CH:4][CH:3]=1.FC(F)(F)C(O)=O, predict the reaction product. The product is: [CH2:1]([C:8]1[CH:9]=[C:10]([C:20]([C:22]2[C:31]([OH:32])=[C:30]3[C:25]([CH:26]=[CH:27][CH:28]=[N:29]3)=[C:24]([Cl:39])[CH:23]=2)=[O:21])[CH:11]=[C:12]([CH2:14][N:15]2[CH:19]=[N:18][CH:17]=[N:16]2)[CH:13]=1)[C:2]1[CH:7]=[CH:6][CH:5]=[CH:4][CH:3]=1.